This data is from Catalyst prediction with 721,799 reactions and 888 catalyst types from USPTO. The task is: Predict which catalyst facilitates the given reaction. (1) The catalyst class is: 36. Reactant: [CH3:1][N:2]([CH3:31])[C:3]1[CH:8]=[C:7]([C:9]2[O:13][N:12]=[C:11]([C:14]3[CH:25]=[C:24]([CH3:26])[C:17]([O:18][CH2:19][CH:20]([OH:23])[CH2:21]O)=[C:16]([CH2:27][CH3:28])[CH:15]=3)[N:10]=2)[CH:6]=[C:5]([CH2:29][CH3:30])[N:4]=1.CC[N:34](C(C)C)C(C)C.CS(Cl)(=O)=O.S([O-])(=O)(=O)C.N. Product: [NH2:34][CH2:21][CH:20]([OH:23])[CH2:19][O:18][C:17]1[C:24]([CH3:26])=[CH:25][C:14]([C:11]2[N:10]=[C:9]([C:7]3[CH:6]=[C:5]([CH2:29][CH3:30])[N:4]=[C:3]([N:2]([CH3:31])[CH3:1])[CH:8]=3)[O:13][N:12]=2)=[CH:15][C:16]=1[CH2:27][CH3:28]. (2) Reactant: [Cl:1][C:2]1[CH:7]=[CH:6][C:5]([Cl:8])=[CH:4][C:3]=1[S:9]([NH:12][C@H:13]1[CH2:17][N:16]([C:18](OC(C)(C)C)=O)[C@@H:15]([CH2:25][O:26][C:27](=[O:32])[C:28]([CH3:31])([CH3:30])[CH3:29])[CH2:14]1)(=[O:11])=[O:10].Cl.CC[N:36](C(C)C)C(C)C.BrC#N.C(O)C(N)(CO)CO. Product: [CH3:30][C:28]([CH3:31])([CH3:29])[C:27]([O:26][CH2:25][C@H:15]1[CH2:14][C@@H:13]([NH:12][S:9]([C:3]2[CH:4]=[C:5]([Cl:8])[CH:6]=[CH:7][C:2]=2[Cl:1])(=[O:10])=[O:11])[CH2:17][N:16]1[C:18]#[N:36])=[O:32]. The catalyst class is: 258. (3) Reactant: Cl.[NH2:2][CH2:3][C:4]([C:6]1[CH:11]=[CH:10][CH:9]=[CH:8][CH:7]=1)=[O:5].[CH3:12][S:13](Cl)(=[O:15])=[O:14]. Product: [O:5]=[C:4]([C:6]1[CH:11]=[CH:10][CH:9]=[CH:8][CH:7]=1)[CH2:3][NH:2][S:13]([CH3:12])(=[O:15])=[O:14]. The catalyst class is: 3. (4) Reactant: [OH:1][C:2]1[C:7]([C:8]([O:10]CC)=[O:9])=[CH:6][N:5]=[C:4]2[CH:13]=[CH:14][S:15][C:3]=12. Product: [O:1]=[C:2]1[C:7]([C:8]([OH:10])=[O:9])=[CH:6][NH:5][C:4]2[CH:13]=[CH:14][S:15][C:3]1=2. The catalyst class is: 74. (5) Reactant: [CH:1]1([C:4]2[C:9]3[CH2:10][O:11][C:12]([CH3:15])([CH3:14])[CH2:13][C:8]=3[C:7]([C:16]#[N:17])=[C:6]([N:18]3[CH2:23][CH2:22][NH:21][C@H:20]([CH:24]([CH3:26])[CH3:25])[CH2:19]3)[N:5]=2)[CH2:3][CH2:2]1.C(N(CC)CC)C.Cl[C:35](=[O:42])[CH2:36][CH2:37][C:38]([O:40][CH3:41])=[O:39]. Product: [C:16]([C:7]1[C:6]([N:18]2[CH2:23][CH2:22][N:21]([C:35](=[O:42])[CH2:36][CH2:37][C:38]([O:40][CH3:41])=[O:39])[C@H:20]([CH:24]([CH3:26])[CH3:25])[CH2:19]2)=[N:5][C:4]([CH:1]2[CH2:2][CH2:3]2)=[C:9]2[CH2:10][O:11][C:12]([CH3:14])([CH3:15])[CH2:13][C:8]=12)#[N:17]. The catalyst class is: 2.